Dataset: Peptide-MHC class II binding affinity with 134,281 pairs from IEDB. Task: Regression. Given a peptide amino acid sequence and an MHC pseudo amino acid sequence, predict their binding affinity value. This is MHC class II binding data. (1) The MHC is DRB1_1302 with pseudo-sequence DRB1_1302. The binding affinity (normalized) is 0.309. The peptide sequence is QNSSFIIDGPNTPEC. (2) The peptide sequence is WVAWRNRCKGTD. The MHC is H-2-IAd with pseudo-sequence H-2-IAd. The binding affinity (normalized) is 0.0788.